Predict the product of the given reaction. From a dataset of Forward reaction prediction with 1.9M reactions from USPTO patents (1976-2016). (1) Given the reactants IC.C[N:4]([CH:15]1[CH2:20][CH2:19][N:18]([C:21](=S)[NH:22][CH3:23])[CH2:17][CH2:16]1)[C:5](=O)OCC1C=CC=CC=1.C(O[CH:28](OCC)[CH2:29][NH2:30])C, predict the reaction product. The product is: [CH3:5][NH:4][CH:15]1[CH2:16][CH2:17][N:18]([C:21]2[N:22]([CH3:23])[CH:28]=[CH:29][N:30]=2)[CH2:19][CH2:20]1. (2) Given the reactants [CH3:1][N:2]1[C:6]([N:7]2[C:11]3=[N:12][CH:13]=[CH:14][CH:15]=[C:10]3[CH:9]=[CH:8]2)=[C:5](/[CH:16]=[CH:17]/[C:18]([OH:20])=O)[C:4]([CH3:21])=[N:3]1.CC1C=CC=C([N+]([O-])=O)C=1C(OC(=O)C1C([N+]([O-])=O)=CC=CC=1C)=O.[CH2:47]([S:52]([NH2:55])(=[O:54])=[O:53])[CH2:48][CH2:49][CH2:50][CH3:51].C(N(CC)CC)C, predict the reaction product. The product is: [CH3:1][N:2]1[C:6]([N:7]2[C:11]3=[N:12][CH:13]=[CH:14][CH:15]=[C:10]3[CH:9]=[CH:8]2)=[C:5](/[CH:16]=[CH:17]/[C:18]([NH:55][S:52]([CH2:47][CH2:48][CH2:49][CH2:50][CH3:51])(=[O:54])=[O:53])=[O:20])[C:4]([CH3:21])=[N:3]1. (3) The product is: [CH3:23][O:24][CH2:25][O:26][C:27]1[CH:28]=[C:29]([C@H:33]([N:46]([C:47]2[CH:56]=[CH:55][C:50]([C:51]([O:53][CH3:54])=[O:52])=[CH:49][CH:48]=2)[CH3:45])[CH2:34][N:35]2[CH2:39][CH2:38][C@H:37]([O:40][CH2:41][O:42][CH3:43])[CH2:36]2)[CH:30]=[CH:31][CH:32]=1. Given the reactants COCOC1C=C([C@@H](N2CC[C@H](OCOC)C2)CO)C=CC=1.[CH3:23][O:24][CH2:25][O:26][C:27]1[CH:28]=[C:29]([C@H:33](O)[CH2:34][N:35]2[CH2:39][CH2:38][C@H:37]([O:40][CH2:41][O:42][CH3:43])[CH2:36]2)[CH:30]=[CH:31][CH:32]=1.[CH3:45][NH:46][C:47]1[CH:56]=[CH:55][C:50]([C:51]([O:53][CH3:54])=[O:52])=[CH:49][CH:48]=1, predict the reaction product. (4) Given the reactants [Cl:1][C:2]1[CH:18]=[C:17]([N+:19]([O-:21])=[O:20])[CH:16]=[CH:15][C:3]=1[O:4][C:5]1[CH:13]=[C:12]2[C:8]([CH2:9][CH2:10][C:11]2=[O:14])=[CH:7][CH:6]=1.C[Si](C)(C)[C:24]([F:27])([F:26])[F:25].[F-].C([N+](CCCC)(CCCC)CCCC)CCC.O1CCCC1.Cl, predict the reaction product. The product is: [Cl:1][C:2]1[CH:18]=[C:17]([N+:19]([O-:21])=[O:20])[CH:16]=[CH:15][C:3]=1[O:4][C:5]1[CH:13]=[C:12]2[C:8]([CH2:9][CH2:10][C:11]2([C:24]([F:27])([F:26])[F:25])[OH:14])=[CH:7][CH:6]=1. (5) Given the reactants [F:1][C:2]([F:11])([F:10])[C:3]1[CH:8]=[CH:7][C:6]([OH:9])=[CH:5][CH:4]=1.[CH2:12](Br)[CH:13]=[CH2:14].C([O-])([O-])=O.[Cs+].[Cs+], predict the reaction product. The product is: [CH2:14]([O:9][C:6]1[CH:5]=[CH:4][C:3]([C:2]([F:10])([F:11])[F:1])=[CH:8][CH:7]=1)[CH:13]=[CH2:12]. (6) Given the reactants [Cl:1][C:2]1[CH:3]=[C:4]([CH2:17][N:18]2[C:22]([CH3:23])=[CH:21][C:20]([C:24](Cl)=[O:25])=[N:19]2)[C:5]2[O:9][C:8]([C:10]3[CH:15]=[CH:14][CH:13]=[CH:12][CH:11]=3)=[CH:7][C:6]=2[CH:16]=1.[NH2:27][CH2:28][CH:29]1[CH2:34][CH2:33][N:32](C(OC(C)(C)C)=O)[CH2:31][CH2:30]1.CCN(CC)CC, predict the reaction product. The product is: [ClH:1].[Cl:1][C:2]1[CH:3]=[C:4]([CH2:17][N:18]2[C:22]([CH3:23])=[CH:21][C:20]([C:24]([NH:27][CH2:28][CH:29]3[CH2:34][CH2:33][NH:32][CH2:31][CH2:30]3)=[O:25])=[N:19]2)[C:5]2[O:9][C:8]([C:10]3[CH:11]=[CH:12][CH:13]=[CH:14][CH:15]=3)=[CH:7][C:6]=2[CH:16]=1. (7) Given the reactants Cl.[O:2]1[C:6]2[CH:7]=[CH:8][CH:9]=[CH:10][C:5]=2[CH:4]=[C:3]1[CH2:11][NH2:12].F[C:14]1[CH:22]=[N:21][CH:20]=[CH:19][C:15]=1[C:16]([OH:18])=[O:17], predict the reaction product. The product is: [O:2]1[C:6]2[CH:7]=[CH:8][CH:9]=[CH:10][C:5]=2[CH:4]=[C:3]1[CH2:11][NH:12][C:19]1[CH:20]=[N:21][CH:22]=[CH:14][C:15]=1[C:16]([OH:18])=[O:17]. (8) Given the reactants C(N(S(F)(F)[F:7])CC)C.[Cl:10][C:11]1[CH:16]=[C:15]([CH:17](O)[CH3:18])[CH:14]=[CH:13][N:12]=1, predict the reaction product. The product is: [Cl:10][C:11]1[CH:16]=[C:15]([CH:17]([F:7])[CH3:18])[CH:14]=[CH:13][N:12]=1. (9) Given the reactants [Cl-].O[NH3+].[C:4](=[O:7])([O-])[OH:5].[Na+].[F:9][C:10]1[CH:11]=[C:12]([C:45]2[C:46]([C:51]#[N:52])=[CH:47][CH:48]=[CH:49][CH:50]=2)[CH:13]=[C:14]([F:44])[C:15]=1[CH2:16][N:17]1[C:22]2[S:23][C:24]([CH2:26][C:27]([F:30])([F:29])[F:28])=[CH:25][C:21]=2[C:20](=[O:31])[N:19]([CH2:32][C:33]([C:35]2[CH:40]=[CH:39][C:38]([O:41][CH3:42])=[CH:37][CH:36]=2)=[O:34])[C:18]1=[O:43].[N:53]12CCCN=C1CCCCC2, predict the reaction product. The product is: [F:9][C:10]1[CH:11]=[C:12]([C:45]2[CH:50]=[CH:49][CH:48]=[CH:47][C:46]=2[C:51]2[NH:53][C:4](=[O:7])[O:5][N:52]=2)[CH:13]=[C:14]([F:44])[C:15]=1[CH2:16][N:17]1[C:22]2[S:23][C:24]([CH2:26][C:27]([F:30])([F:29])[F:28])=[CH:25][C:21]=2[C:20](=[O:31])[N:19]([CH2:32][C:33]([C:35]2[CH:36]=[CH:37][C:38]([O:41][CH3:42])=[CH:39][CH:40]=2)=[O:34])[C:18]1=[O:43].